Dataset: Catalyst prediction with 721,799 reactions and 888 catalyst types from USPTO. Task: Predict which catalyst facilitates the given reaction. Reactant: C(OC(=O)[NH:7][C:8]1[CH2:13][NH:12][CH2:11][C:10]([C:17]2[CH:22]=[C:21]([NH:23][C:24]([C:26]3[C:31]([CH3:32])=[CH:30][C:29]([Br:33])=[CH:28][N:27]=3)=[O:25])[CH:20]=[CH:19][C:18]=2[F:34])([CH:14]([F:16])[F:15])[N:9]=1)(C)(C)C.C(Cl)Cl.N. Product: [NH2:7][C:8]1[CH2:13][NH:12][CH2:11][C:10]([C:17]2[CH:22]=[C:21]([NH:23][C:24]([C:26]3[C:31]([CH3:32])=[CH:30][C:29]([Br:33])=[CH:28][N:27]=3)=[O:25])[CH:20]=[CH:19][C:18]=2[F:34])([CH:14]([F:15])[F:16])[N:9]=1. The catalyst class is: 5.